Task: Predict the reactants needed to synthesize the given product.. Dataset: Full USPTO retrosynthesis dataset with 1.9M reactions from patents (1976-2016) Given the product [NH2:7][C:8]1[N:9]([CH3:26])[C:10](=[O:25])[C:11]([CH3:23])([CH3:24])[C@:12]([C:15]2[CH:20]=[C:19]([NH:35][C:33]3[CH:34]=[C:29]([F:28])[CH:30]=[CH:31][C:32]=3[O:36][CH3:37])[CH:18]=[CH:17][C:16]=2[F:22])([CH3:14])[N:13]=1, predict the reactants needed to synthesize it. The reactants are: C(OC(=O)[NH:7][C:8]1[N:9]([CH3:26])[C:10](=[O:25])[C:11]([CH3:24])([CH3:23])[C@:12]([C:15]2[CH:20]=[C:19](Br)[CH:18]=[CH:17][C:16]=2[F:22])([CH3:14])[N:13]=1)(C)(C)C.[F:28][C:29]1[CH:30]=[CH:31][C:32]([O:36][CH3:37])=[C:33]([NH2:35])[CH:34]=1.